This data is from Forward reaction prediction with 1.9M reactions from USPTO patents (1976-2016). The task is: Predict the product of the given reaction. (1) Given the reactants [CH2:1]([C:3]1[C:8]([C:9]([OH:11])=O)=[CH:7][N:6]=[C:5]([S:12][CH3:13])[N:4]=1)[CH3:2].CN(C)C=O.C(Cl)(=O)C(Cl)=O.[CH3:25][C:26]1[CH:32]=[CH:31][CH:30]=[C:29]([CH3:33])[C:27]=1[NH2:28], predict the reaction product. The product is: [CH3:25][C:26]1[CH:32]=[CH:31][CH:30]=[C:29]([CH3:33])[C:27]=1[NH:28][C:9]([C:8]1[C:3]([CH2:1][CH3:2])=[N:4][C:5]([S:12][CH3:13])=[N:6][CH:7]=1)=[O:11]. (2) Given the reactants [Cl:1][C:2]1[CH:3]=[C:4]([S:9]([C:12]2[CH:13]=[CH:14][C:15]3[O:24][C:23]4[CH2:22][CH2:21][NH:20][CH2:19][C:18]=4[C:16]=3[CH:17]=2)(=[O:11])=[O:10])[CH:5]=[C:6]([Cl:8])[CH:7]=1.Cl, predict the reaction product. The product is: [ClH:1].[Cl:1][C:2]1[CH:3]=[C:4]([S:9]([C:12]2[CH:13]=[CH:14][C:15]3[O:24][C:23]4[CH2:22][CH2:21][NH:20][CH2:19][C:18]=4[C:16]=3[CH:17]=2)(=[O:11])=[O:10])[CH:5]=[C:6]([Cl:8])[CH:7]=1. (3) The product is: [C:38]([O:37][C@@H:16]([C:17]1[C:18]([C:30]2[CH:31]=[CH:32][C:33]([Cl:36])=[CH:34][CH:35]=2)=[C:19]2[C:24](=[CH:25][C:26]=1[CH3:27])[N:23]=[C:22]([CH:28]=[CH2:29])[CH:21]=[CH:20]2)[CH2:15][OH:14])([CH3:39])([CH3:40])[CH3:41]. Given the reactants OC(C(F)(F)F)=O.C([O:14][CH2:15][C@@H:16]([O:37][C:38]([CH3:41])([CH3:40])[CH3:39])[C:17]1[C:18]([C:30]2[CH:35]=[CH:34][C:33]([Cl:36])=[CH:32][CH:31]=2)=[C:19]2[C:24](=[CH:25][C:26]=1[CH3:27])[N:23]=[C:22]([CH:28]=[CH2:29])[CH:21]=[CH:20]2)(=O)C(C)(C)C.[OH-].[Na+], predict the reaction product. (4) The product is: [CH3:24][N:23]1[C:19]([C:15]2[CH:14]=[C:13]([NH:12][C:5]3[C:6]4[C:11](=[CH:10][CH:9]=[CH:8][CH:7]=4)[C:2]([O:34][C:28]4[CH:33]=[CH:32][CH:31]=[CH:30][CH:29]=4)=[N:3][N:4]=3)[CH:18]=[CH:17][CH:16]=2)=[CH:20][N:21]=[C:22]1[CH3:25]. Given the reactants Cl[C:2]1[C:11]2[C:6](=[CH:7][CH:8]=[CH:9][CH:10]=2)[C:5]([NH:12][C:13]2[CH:18]=[CH:17][CH:16]=[C:15]([C:19]3[N:23]([CH3:24])[C:22]([CH3:25])=[N:21][CH:20]=3)[CH:14]=2)=[N:4][N:3]=1.[H-].[Na+].[C:28]1([OH:34])[CH:33]=[CH:32][CH:31]=[CH:30][CH:29]=1.[H][H], predict the reaction product. (5) The product is: [Cl:16][C:14]1[CH:15]=[C:10]2[NH:9][C@@H:7]([CH3:8])[CH2:6][N:11]2[C:12](=[O:19])[N:13]=1. Given the reactants CS(O[CH2:6][C@@H:7]([NH:9][C:10]1[CH:15]=[C:14]([Cl:16])[N:13]=[C:12](Cl)[N:11]=1)[CH3:8])(=O)=O.C(=O)([O-])[O-:19].[K+].[K+], predict the reaction product. (6) The product is: [CH3:12][N:1]1[C:10]2[C:5](=[CH:6][CH:7]=[CH:8][CH:9]=2)[C:4](=[O:11])[CH2:3][CH2:2]1. Given the reactants [NH:1]1[C:10]2[C:5](=[CH:6][CH:7]=[CH:8][CH:9]=2)[C:4](=[O:11])[CH2:3][CH2:2]1.[C:12](=O)([O-])[O-].[K+].[K+].IC, predict the reaction product. (7) Given the reactants [N+:1]([C:4]1[CH:5]=[C:6]([OH:10])[CH:7]=[CH:8][CH:9]=1)([O-:3])=[O:2].Cl[C:12]1[N:17]=[CH:16][CH:15]=[CH:14][N:13]=1.C(=O)([O-])[O-].[K+].[K+].C(OCC)(=O)C, predict the reaction product. The product is: [N+:1]([C:4]1[CH:5]=[C:6]([CH:7]=[CH:8][CH:9]=1)[O:10][C:12]1[N:17]=[CH:16][CH:15]=[CH:14][N:13]=1)([O-:3])=[O:2].